Dataset: Full USPTO retrosynthesis dataset with 1.9M reactions from patents (1976-2016). Task: Predict the reactants needed to synthesize the given product. (1) Given the product [Cl:3][C:4]1[CH:9]=[CH:8][C:7]([C:10]2[CH:15]=[CH:14][CH:13]=[C:12]([CH2:16][OH:17])[CH:11]=2)=[C:6]([CH3:18])[CH:5]=1, predict the reactants needed to synthesize it. The reactants are: [BH4-].[Na+].[Cl:3][C:4]1[CH:9]=[CH:8][C:7]([C:10]2[CH:15]=[CH:14][CH:13]=[C:12]([CH:16]=[O:17])[CH:11]=2)=[C:6]([CH3:18])[CH:5]=1. (2) Given the product [F:1][C:2]1[CH:7]=[C:6]([CH2:8][S:9]([CH3:12])(=[O:10])=[O:11])[CH:5]=[CH:4][C:3]=1[C:13]1[CH:14]=[C:15]2[CH2:21][CH:20]([CH:22]3[CH2:23][CH2:24][N:25]([C:28]4[N:29]=[C:32]([CH:33]([CH3:35])[CH3:34])[O:31][N:30]=4)[CH2:26][CH2:27]3)[O:19][C:16]2=[CH:17][N:18]=1, predict the reactants needed to synthesize it. The reactants are: [F:1][C:2]1[CH:7]=[C:6]([CH2:8][S:9]([CH3:12])(=[O:11])=[O:10])[CH:5]=[CH:4][C:3]=1[C:13]1[CH:14]=[C:15]2[CH2:21][CH:20]([CH:22]3[CH2:27][CH2:26][N:25]([C:28]([NH:30][OH:31])=[NH:29])[CH2:24][CH2:23]3)[O:19][C:16]2=[CH:17][N:18]=1.[C:32](Cl)(=O)[CH:33]([CH3:35])[CH3:34].